This data is from Full USPTO retrosynthesis dataset with 1.9M reactions from patents (1976-2016). The task is: Predict the reactants needed to synthesize the given product. Given the product [CH2:10]([NH2:14])[CH2:11][CH2:12][CH3:13].[CH2:10]([NH:14][C:15]1[N:20]=[C:19]([NH:21][CH2:22][CH2:23][CH2:24][CH3:25])[N:18]=[C:7]([NH:4][CH2:5][CH2:6][CH2:27][CH3:28])[N:16]=1)[CH2:11][CH2:12][CH3:13], predict the reactants needed to synthesize it. The reactants are: C([N:4]([CH:7](C)C)[CH2:5][CH3:6])(C)C.[CH2:10]([NH:14][C:15]1[N:20]=[C:19]([NH:21][CH2:22][CH2:23][CH2:24][CH3:25])[N:18]=C(Cl)[N:16]=1)[CH2:11][CH2:12][CH3:13].[CH3:27][C:28](N(C)C)=O.